From a dataset of Peptide-MHC class II binding affinity with 134,281 pairs from IEDB. Regression. Given a peptide amino acid sequence and an MHC pseudo amino acid sequence, predict their binding affinity value. This is MHC class II binding data. (1) The peptide sequence is LGQTIRNSRWSSPDN. The MHC is HLA-DQA10401-DQB10402 with pseudo-sequence HLA-DQA10401-DQB10402. The binding affinity (normalized) is 0.0184. (2) The peptide sequence is NLVIEGPTTCGYLPT. The MHC is DRB1_0401 with pseudo-sequence DRB1_0401. The binding affinity (normalized) is 0.